Dataset: Catalyst prediction with 721,799 reactions and 888 catalyst types from USPTO. Task: Predict which catalyst facilitates the given reaction. (1) Reactant: [OH:1][CH:2]1[CH2:6][CH2:5][CH2:4][CH:3]1[NH:7][S:8]([CH:11]([CH3:13])[CH3:12])(=[O:10])=[O:9].C(N(CC)CC)C.O. Product: [CH3:13][CH:11]([S:8]([NH:7][CH:3]1[CH2:4][CH2:5][CH2:6][C:2]1=[O:1])(=[O:10])=[O:9])[CH3:12]. The catalyst class is: 2. (2) Reactant: [O:1]([CH2:8][C@@H:9]([OH:38])[CH2:10][N:11]([CH2:19][CH2:20][CH:21]([C:30]1[CH:35]=[CH:34][C:33]([O:36]C)=[CH:32][CH:31]=1)[C:22]1[CH:27]=[CH:26][C:25]([O:28]C)=[CH:24][CH:23]=1)[CH2:12][C:13]1[CH:18]=[CH:17][CH:16]=[CH:15][CH:14]=1)[C:2]1[CH:7]=[CH:6][CH:5]=[CH:4][CH:3]=1.B(Br)(Br)Br.ClCCl. Product: [O:1]([CH2:8][C@@H:9]([OH:38])[CH2:10][N:11]([CH2:19][CH2:20][CH:21]([C:22]1[CH:27]=[CH:26][C:25]([OH:28])=[CH:24][CH:23]=1)[C:30]1[CH:31]=[CH:32][C:33]([OH:36])=[CH:34][CH:35]=1)[CH2:12][C:13]1[CH:18]=[CH:17][CH:16]=[CH:15][CH:14]=1)[C:2]1[CH:7]=[CH:6][CH:5]=[CH:4][CH:3]=1. The catalyst class is: 4. (3) Reactant: [CH:1]([C:3]1[C:4]([CH3:28])=[C:5]2[C:10]([NH:11][C:12]3[CH:17]=[CH:16][C:15]([O:18][C:19]4[CH:24]=[CH:23][CH:22]=[CH:21][CH:20]=4)=[CH:14][CH:13]=3)=[C:9]([C:25]#[N:26])[CH:8]=[N:7][N:6]2[CH:27]=1)=O.[CH3:29][N:30]1[CH2:35][CH2:34][NH:33][CH2:32][CH2:31]1.[BH-](OC(C)=O)(OC(C)=O)OC(C)=O.[Na+]. Product: [CH3:28][C:4]1[C:3]([CH2:1][N:33]2[CH2:34][CH2:35][N:30]([CH3:29])[CH2:31][CH2:32]2)=[CH:27][N:6]2[C:5]=1[C:10]([NH:11][C:12]1[CH:17]=[CH:16][C:15]([O:18][C:19]3[CH:20]=[CH:21][CH:22]=[CH:23][CH:24]=3)=[CH:14][CH:13]=1)=[C:9]([C:25]#[N:26])[CH:8]=[N:7]2. The catalyst class is: 366. (4) Reactant: [F:1][C:2]([F:32])([F:31])[C:3]1[CH:4]=[C:5]([C:15]2[N:16]=[C:17]([CH2:20][N:21]3[CH:25]=[C:24]([C:26]([O:28][CH2:29][CH3:30])=[O:27])[CH:23]=[N:22]3)[S:18][CH:19]=2)[CH:6]=[C:7]([C:9]#[C:10][Si](C)(C)C)[CH:8]=1.[F-].C([N+](CCCC)(CCCC)CCCC)CCC.O. Product: [C:9]([C:7]1[CH:6]=[C:5]([C:15]2[N:16]=[C:17]([CH2:20][N:21]3[CH:25]=[C:24]([C:26]([O:28][CH2:29][CH3:30])=[O:27])[CH:23]=[N:22]3)[S:18][CH:19]=2)[CH:4]=[C:3]([C:2]([F:31])([F:32])[F:1])[CH:8]=1)#[CH:10]. The catalyst class is: 7. (5) Reactant: [CH3:1][C:2]12[O:9][CH2:8][C:5]([CH2:10][OH:11])([CH2:6][O:7]1)[CH2:4][O:3]2.[H-].[Na+].Cl[C:15]1[CH:20]=[CH:19][N+:18]([O-:21])=[C:17]([CH3:22])[C:16]=1[CH3:23]. Product: [CH3:22][C:17]1[C:16]([CH3:23])=[C:15]([O:11][CH2:10][C:5]23[CH2:4][O:3][C:2]([CH3:1])([O:7][CH2:6]2)[O:9][CH2:8]3)[CH:20]=[CH:19][N+:18]=1[O-:21]. The catalyst class is: 16.